Dataset: Catalyst prediction with 721,799 reactions and 888 catalyst types from USPTO. Task: Predict which catalyst facilitates the given reaction. (1) Reactant: [F:1][C:2]1[CH:3]=[N:4][C:5]([NH:8][CH2:9][CH:10]2[CH2:15][CH2:14][N:13](C(OCC3C=CC=CC=3)=O)[CH2:12][CH2:11]2)=[N:6][CH:7]=1. Product: [F:1][C:2]1[CH:3]=[N:4][C:5]([NH:8][CH2:9][CH:10]2[CH2:15][CH2:14][NH:13][CH2:12][CH2:11]2)=[N:6][CH:7]=1. The catalyst class is: 19. (2) Reactant: [F:1][C:2]1[CH:3]=[N:4][CH:5]=[C:6]([CH:10]=1)C(O)=O.C[N:12]1[CH2:17]COCC1.C1(P(N=[N+]=[N-])(C2C=CC=CC=2)=[O:25])C=CC=CC=1.[CH2:35]([OH:42])[C:36]1[CH:41]=[CH:40][CH:39]=[CH:38][CH:37]=1. Product: [CH2:35]([O:42][C:17](=[O:25])[NH:12][C:6]1[CH:5]=[N:4][CH:3]=[C:2]([F:1])[CH:10]=1)[C:36]1[CH:41]=[CH:40][CH:39]=[CH:38][CH:37]=1. The catalyst class is: 26. (3) Reactant: Cl[C:2]1[C:11]2[C:6](=[CH:7][CH:8]=[CH:9][C:10]=2[F:12])[N:5]=[CH:4][N:3]=1.[NH2:13][C:14]1[CH:19]=[CH:18][C:17]([OH:20])=[C:16]([CH3:21])[CH:15]=1.N. Product: [CH3:21][C:16]1[CH:15]=[C:14]([NH:13][C:2]2[C:11]3[C:6](=[CH:7][CH:8]=[CH:9][C:10]=3[F:12])[N:5]=[CH:4][N:3]=2)[CH:19]=[CH:18][C:17]=1[OH:20]. The catalyst class is: 32. (4) Reactant: N1C=CC=CC=1.[CH3:7][O:8][C:9]1[CH:10]=[C:11]([S:17](Cl)(=[O:19])=[O:18])[CH:12]=[CH:13][C:14]=1[O:15][CH3:16].[Cl:21][C:22]1[CH:28]=[CH:27][C:25]([NH2:26])=[C:24]([CH2:29][C:30]2[CH:35]=[CH:34][CH:33]=[CH:32][N:31]=2)[CH:23]=1. Product: [Cl:21][C:22]1[CH:28]=[CH:27][C:25]([NH:26][S:17]([C:11]2[CH:12]=[CH:13][C:14]([O:15][CH3:16])=[C:9]([O:8][CH3:7])[CH:10]=2)(=[O:19])=[O:18])=[C:24]([CH2:29][C:30]2[CH:35]=[CH:34][CH:33]=[CH:32][N:31]=2)[CH:23]=1. The catalyst class is: 30. (5) Reactant: [CH3:1][O:2][C:3]1[C:4]([N+:21]([O-])=O)=[C:5]([CH:18]=[CH:19][CH:20]=1)[CH:6]=[C:7]([C:13]([O:15][CH2:16][CH3:17])=[O:14])[C:8](OCC)=[O:9]. Product: [CH3:1][O:2][C:3]1[CH:20]=[CH:19][CH:18]=[C:5]2[C:4]=1[NH:21][C:8](=[O:9])[C:7]([C:13]([O:15][CH2:16][CH3:17])=[O:14])=[CH:6]2. The catalyst class is: 180. (6) Product: [NH:23]1[CH:27]=[CH:26][CH:25]=[C:24]1/[CH:28]=[C:10]1\[C:9](=[O:11])[N:8]([CH2:12][C:13]2[O:14][C:15]3[CH:21]=[CH:20][CH:19]=[CH:18][C:16]=3[N:17]=2)[C:6]2[N:7]=[C:2]([NH2:1])[N:3]=[C:4]([Cl:22])[C:5]\1=2. The catalyst class is: 14. Reactant: [NH2:1][C:2]1[N:3]=[C:4]([Cl:22])[C:5]2[CH2:10][C:9](=[O:11])[N:8]([CH2:12][C:13]3[O:14][C:15]4[CH:21]=[CH:20][CH:19]=[CH:18][C:16]=4[N:17]=3)[C:6]=2[N:7]=1.[NH:23]1[CH:27]=[CH:26][CH:25]=[C:24]1[CH:28]=O.N1CCCCC1. (7) Reactant: [CH3:1][C:2]1[CH:3]=[C:4]([C:14]2[CH:19]=[CH:18][C:17]([O:20][C:21]3[CH:26]=[CH:25][CH:24]=[CH:23][CH:22]=3)=[CH:16][CH:15]=2)[C:5]2[N:10]([CH:11]=1)[CH2:9][CH2:8][S:7](=[O:13])(=[O:12])[N:6]=2. Product: [CH3:1][CH:2]1[CH2:11][N:10]2[C:5](=[N:6][S:7](=[O:13])(=[O:12])[CH2:8][CH2:9]2)[CH:4]([C:14]2[CH:19]=[CH:18][C:17]([O:20][C:21]3[CH:26]=[CH:25][CH:24]=[CH:23][CH:22]=3)=[CH:16][CH:15]=2)[CH2:3]1. The catalyst class is: 609.